The task is: Predict which catalyst facilitates the given reaction.. This data is from Catalyst prediction with 721,799 reactions and 888 catalyst types from USPTO. (1) Reactant: [OH:1][C:2]1[CH:6]=[C:5]([C:7]([F:10])([F:9])[F:8])[S:4][C:3]=1[C:11]([O:13][CH3:14])=[O:12].N1C=CN=C1.[Si:20](Cl)([C:23]([CH3:26])([CH3:25])[CH3:24])([CH3:22])[CH3:21]. Product: [Si:20]([O:1][C:2]1[CH:6]=[C:5]([C:7]([F:10])([F:8])[F:9])[S:4][C:3]=1[C:11]([O:13][CH3:14])=[O:12])([C:23]([CH3:26])([CH3:25])[CH3:24])([CH3:22])[CH3:21]. The catalyst class is: 9. (2) Reactant: C(OB([C:8]1[CH:13]=[CH:12][CH:11]=[CH:10][CH:9]=1)O)(C)(C)C.[C:14]([OH:18])(=[O:17])[CH:15]=O.[C:19]([O:23][C:24](=[O:32])[C:25]1[CH:30]=[CH:29][C:28]([NH2:31])=[CH:27][CH:26]=1)([CH3:22])([CH3:21])[CH3:20]. Product: [C:19]([O:23][C:24](=[O:32])[C:25]1[CH:26]=[CH:27][C:28]([NH:31][CH:15]([C:8]2[CH:9]=[CH:10][C:11]([C:19]([CH3:22])([CH3:21])[CH3:20])=[CH:12][CH:13]=2)[C:14]([OH:18])=[O:17])=[CH:29][CH:30]=1)([CH3:22])([CH3:20])[CH3:21]. The catalyst class is: 4.